This data is from Full USPTO retrosynthesis dataset with 1.9M reactions from patents (1976-2016). The task is: Predict the reactants needed to synthesize the given product. (1) Given the product [NH2:21][C:19]1[CH:18]=[CH:17][C:4]([O:5][CH2:6][CH2:7][N:8]2[CH2:13][CH2:12][CH:11]([C:14]([NH2:16])=[O:15])[CH2:10][CH2:9]2)=[C:3]([O:2][CH3:1])[CH:20]=1, predict the reactants needed to synthesize it. The reactants are: [CH3:1][O:2][C:3]1[CH:20]=[C:19]([N+:21]([O-])=O)[CH:18]=[CH:17][C:4]=1[O:5][CH2:6][CH2:7][N:8]1[CH2:13][CH2:12][CH:11]([C:14]([NH2:16])=[O:15])[CH2:10][CH2:9]1.ClCCl.CO.N. (2) Given the product [CH2:1]([O:3][C:4](=[O:18])[CH:5]([O:15][CH2:16][CH3:17])[CH2:6][C:7]1[CH:12]=[CH:11][C:10]([O:13][CH2:20][C:21]2[N:22]=[C:23]([C:26]3[CH:27]=[CH:28][C:29]([C:32]([F:35])([F:33])[F:34])=[CH:30][CH:31]=3)[S:24][CH:25]=2)=[C:9]([CH3:14])[CH:8]=1)[CH3:2], predict the reactants needed to synthesize it. The reactants are: [CH2:1]([O:3][C:4](=[O:18])[CH:5]([O:15][CH2:16][CH3:17])[CH2:6][C:7]1[CH:12]=[CH:11][C:10]([OH:13])=[C:9]([CH3:14])[CH:8]=1)[CH3:2].Cl[CH2:20][C:21]1[N:22]=[C:23]([C:26]2[CH:31]=[CH:30][C:29]([C:32]([F:35])([F:34])[F:33])=[CH:28][CH:27]=2)[S:24][CH:25]=1.FC(F)(F)C1C=CC(C(N)=S)=CC=1.ClCC(CCl)=O.C(=O)([O-])[O-].[Cs+].[Cs+]. (3) Given the product [C:1]([O:10][C:11]1[CH:16]=[CH:15][CH:14]=[CH:13][C:12]=1[N:17]1[C:30]2[CH:29]=[CH:28][CH:27]=[CH:26][C:25]=2[S:24][C:23]2[C:18]1=[CH:19][CH:20]=[CH:21][CH:22]=2)(=[O:8])[C:2]1[CH:7]=[CH:6][CH:5]=[CH:4][CH:3]=1, predict the reactants needed to synthesize it. The reactants are: [C:1](Cl)(=[O:8])[C:2]1[CH:7]=[CH:6][CH:5]=[CH:4][CH:3]=1.[OH:10][C:11]1[CH:16]=[CH:15][CH:14]=[CH:13][C:12]=1[N:17]1[C:30]2[CH:29]=[CH:28][CH:27]=[CH:26][C:25]=2[S:24][C:23]2[C:18]1=[CH:19][CH:20]=[CH:21][CH:22]=2.Cl. (4) Given the product [CH2:1]1[C:13]2[NH:12][C:11]3[C:6](=[CH:7][CH:8]=[CH:9][CH:10]=3)[C:5]=2[CH2:4][CH2:3][N:2]1[CH2:14][C:15]1[S:19][C:18](/[CH:20]=[CH:21]/[C:22]([NH:46][O:47][CH:48]2[CH2:53][CH2:52][CH2:51][CH2:50][O:49]2)=[O:23])=[CH:17][CH:16]=1, predict the reactants needed to synthesize it. The reactants are: [CH2:1]1[C:13]2[NH:12][C:11]3[C:6](=[CH:7][CH:8]=[CH:9][CH:10]=3)[C:5]=2[CH2:4][CH2:3][N:2]1[CH2:14][C:15]1[S:19][C:18](/[CH:20]=[CH:21]/[C:22](O)=[O:23])=[CH:17][CH:16]=1.C1C=CC2N(O)N=NC=2C=1.CCN=C=NCCCN(C)C.[NH2:46][O:47][CH:48]1[CH2:53][CH2:52][CH2:51][CH2:50][O:49]1. (5) Given the product [N:1]([CH2:4][CH2:5][O:6][CH2:7][CH2:8][O:9][CH2:10][CH2:11][O:12][CH2:13][CH2:14][O:15][CH2:16][CH2:17][O:18][CH2:19][CH2:20][NH:21][C:26](=[O:27])[CH2:25][O:24][CH2:23][C:22]([OH:29])=[O:28])=[N+:2]=[N-:3], predict the reactants needed to synthesize it. The reactants are: [N:1]([CH2:4][CH2:5][O:6][CH2:7][CH2:8][O:9][CH2:10][CH2:11][O:12][CH2:13][CH2:14][O:15][CH2:16][CH2:17][O:18][CH2:19][CH2:20][NH2:21])=[N+:2]=[N-:3].[C:22]1(=[O:29])[O:28][C:26](=[O:27])[CH2:25][O:24][CH2:23]1. (6) The reactants are: CN(C)[C:3]([C:5]1[CH2:9][C@H:8]([C:10]2[CH:15]=[CH:14][CH:13]=[CH:12][CH:11]=2)[O:7][N:6]=1)=[O:4].C[Mg]Br.Cl.[O:21]1CC[CH2:23][CH2:22]1. Given the product [C:10]1([C@@H:8]2[O:7][N:6]=[C:5]([C:3]([C:22](=[O:21])[CH3:23])=[O:4])[CH2:9]2)[CH:15]=[CH:14][CH:13]=[CH:12][CH:11]=1, predict the reactants needed to synthesize it. (7) The reactants are: [Cl:1][C:2]1[CH:7]=[CH:6][C:5]([CH:8]([NH:25][C:26]2[CH:27]=[C:28]([CH3:36])[C:29]3[N:33]=[N:32][N:31]([CH3:34])[C:30]=3[CH:35]=2)[C:9]2[N:13]([CH:14]([CH3:16])[CH3:15])[C:12]([CH:17]3[CH2:21][CH2:20][O:19][CH2:18]3)=[N:11][C:10]=2[C:22](O)=[O:23])=[CH:4][CH:3]=1. Given the product [Cl:1][C:2]1[CH:7]=[CH:6][C:5]([CH:8]2[C:9]3[N:13]([CH:14]([CH3:16])[CH3:15])[C:12]([CH:17]4[CH2:21][CH2:20][O:19][CH2:18]4)=[N:11][C:10]=3[C:22](=[O:23])[N:25]2[C:26]2[CH:27]=[C:28]([CH3:36])[C:29]3[N:33]=[N:32][N:31]([CH3:34])[C:30]=3[CH:35]=2)=[CH:4][CH:3]=1, predict the reactants needed to synthesize it. (8) Given the product [N:1]1([C:13]([O:15][C:16]([CH3:19])([CH3:18])[CH3:17])=[O:14])[C:10]2[C:5](=[CH:6][CH:7]=[CH:8][CH:9]=2)[NH:4][CH2:3][CH2:2]1, predict the reactants needed to synthesize it. The reactants are: [NH:1]1[C:10]2[C:5](=[CH:6][CH:7]=[CH:8][CH:9]=2)[NH:4][CH2:3][CH2:2]1.[OH-].[Na+].[C:13](O[C:13]([O:15][C:16]([CH3:19])([CH3:18])[CH3:17])=[O:14])([O:15][C:16]([CH3:19])([CH3:18])[CH3:17])=[O:14].